From a dataset of Catalyst prediction with 721,799 reactions and 888 catalyst types from USPTO. Predict which catalyst facilitates the given reaction. (1) Reactant: [C:1]1(=[O:11])[NH:5][C:4](=[O:6])[C:3]2=[CH:7][CH:8]=[CH:9][CH:10]=[C:2]12.C1(P(C2C=CC=CC=2)C2C=CC=CC=2)C=CC=CC=1.[CH2:31]1[O:33][C@H:32]1[CH2:34]O.CCOC(/N=N/C(OCC)=O)=O. Product: [O:33]1[CH2:31][CH:32]1[CH2:34][N:5]1[C:1](=[O:11])[C:2]2[C:3](=[CH:7][CH:8]=[CH:9][CH:10]=2)[C:4]1=[O:6]. The catalyst class is: 1. (2) Reactant: [F:1][C:2]1[CH:3]=[C:4]([CH:7]=[CH:8][C:9]=1[S:10]([CH3:13])(=[O:12])=[O:11])[CH:5]=[O:6].[BH4-].[Na+].Cl. Product: [F:1][C:2]1[CH:3]=[C:4]([CH2:5][OH:6])[CH:7]=[CH:8][C:9]=1[S:10]([CH3:13])(=[O:11])=[O:12]. The catalyst class is: 8. (3) Reactant: [Cl:1][C:2]1[CH:7]=[CH:6][C:5]([C:8]2[CH:9]=[N:10][CH:11]=[C:12]3[C:17]=2[N:16]=[C:15]([C:18]([OH:20])=O)[CH:14]=[CH:13]3)=[CH:4][CH:3]=1.C(N(CC)C(C)C)(C)C.F[P-](F)(F)(F)(F)F.N1(OC(N(C)C)=[N+](C)C)C2N=CC=CC=2N=N1.[O:54]1[CH2:58][CH2:57][CH:56]([NH2:59])[CH2:55]1. Product: [Cl:1][C:2]1[CH:3]=[CH:4][C:5]([C:8]2[CH:9]=[N:10][CH:11]=[C:12]3[C:17]=2[N:16]=[C:15]([C:18]([NH:59][CH:56]2[CH2:57][CH2:58][O:54][CH2:55]2)=[O:20])[CH:14]=[CH:13]3)=[CH:6][CH:7]=1. The catalyst class is: 9. (4) Reactant: FC1C=C(C=CC=1)CO[C:7](=[O:26])[C:8]1[CH:13]=[CH:12][C:11]([O:14][CH2:15][C:16]2[CH:21]=[CH:20][CH:19]=[C:18]([F:22])[CH:17]=2)=[CH:10][C:9]=1[N+:23]([O-])=O.COC(=O)[C:33]1C=CC(OCC2C=CC=C(F)C=2)=C[C:34]=1[N+:48]([O-])=O.COC(=O)C1C=CC(F)=[CH:57][C:56]=1[N+:62]([O-])=O.FC1C=C(C=CC=1)C[OH:71].C(=O)([O-])[O-].[K+].[K+]. Product: [F:22][C:18]1[CH:17]=[C:16]([CH:21]=[CH:20][CH:19]=1)[CH2:15][O:14][C:11]1[CH:10]=[C:9]2[C:8]([C:7](=[O:26])[N:48]([CH2:57][C:56]([NH2:62])=[O:71])[C:34]([CH3:33])=[N:23]2)=[CH:13][CH:12]=1. The catalyst class is: 18. (5) Reactant: C1(S([N:10]2[CH:14]=[CH:13][C:12]([C:15]([C:17]3[CH:18]=[CH:19][C:20]([Cl:27])=[C:21]([S:23]([NH2:26])(=[O:25])=[O:24])[CH:22]=3)=[O:16])=[CH:11]2)(=O)=O)C=CC=CC=1. Product: [Cl:27][C:20]1[CH:19]=[CH:18][C:17]([C:15]([C:12]2[CH:13]=[CH:14][NH:10][CH:11]=2)=[O:16])=[CH:22][C:21]=1[S:23]([NH2:26])(=[O:24])=[O:25]. The catalyst class is: 273. (6) Reactant: [Al+3].[Cl-].[Cl-].[Cl-].[C:5](Cl)(=[O:7])[CH3:6].[Cl:9][C:10]1[CH:15]=[C:14]([O:16]C)[CH:13]=[CH:12][C:11]=1[O:18][CH3:19].Cl. Product: [Cl:9][C:10]1[C:11]([O:18][CH3:19])=[CH:12][C:13]([C:5](=[O:7])[CH3:6])=[C:14]([OH:16])[CH:15]=1. The catalyst class is: 2.